This data is from Forward reaction prediction with 1.9M reactions from USPTO patents (1976-2016). The task is: Predict the product of the given reaction. (1) Given the reactants [C:1]([C:3]1[C:4]([N:15]2[CH2:20][CH2:19][N:18]([C:21]([O:23][C:24]([CH3:27])([CH3:26])[CH3:25])=[O:22])[CH2:17][CH2:16]2)=[N:5][C:6]([CH3:14])=[C:7]([C:9](OCC)=[O:10])[CH:8]=1)#[N:2].C1C=CC2N(O)N=NC=2C=1.CCN=C=NCCCN(C)C.[NH2:49][CH2:50][CH:51]([OH:54])[CH2:52][CH3:53].CCN(C(C)C)C(C)C, predict the reaction product. The product is: [C:1]([C:3]1[C:4]([N:15]2[CH2:20][CH2:19][N:18]([C:21]([O:23][C:24]([CH3:27])([CH3:25])[CH3:26])=[O:22])[CH2:17][CH2:16]2)=[N:5][C:6]([CH3:14])=[C:7]([C:9]([NH:49][CH2:50][CH:51]([OH:54])[CH2:52][CH3:53])=[O:10])[CH:8]=1)#[N:2]. (2) Given the reactants [OH:1][C:2]1[CH:3]=[C:4]([C:12]([O:14][CH3:15])=[O:13])[CH:5]=[C:6]([CH:11]=1)[C:7]([O:9][CH3:10])=[O:8].C(=O)([O-])[O-].[K+].[K+].[F:22][C:23]([F:37])([F:36])[C:24]([F:35])([F:34])[C:25]([F:33])([F:32])[O:26][C:27]([F:31])=[C:28]([F:30])[F:29], predict the reaction product. The product is: [F:30][C:28]([F:29])([O:1][C:2]1[CH:11]=[C:6]([C:7]([O:9][CH3:10])=[O:8])[CH:5]=[C:4]([CH:3]=1)[C:12]([O:14][CH3:15])=[O:13])[CH:27]([F:31])[O:26][C:25]([F:32])([F:33])[C:24]([F:34])([F:35])[C:23]([F:22])([F:36])[F:37].